From a dataset of TCR-epitope binding with 47,182 pairs between 192 epitopes and 23,139 TCRs. Binary Classification. Given a T-cell receptor sequence (or CDR3 region) and an epitope sequence, predict whether binding occurs between them. (1) The epitope is VLWAHGFEL. The TCR CDR3 sequence is CASSPPPGTGYGEQYF. Result: 1 (the TCR binds to the epitope). (2) The epitope is LLWNGPMAV. The TCR CDR3 sequence is CSASLKADEQFF. Result: 1 (the TCR binds to the epitope). (3) The epitope is KLWAQCVQL. The TCR CDR3 sequence is CASSYGASGSADTQYF. Result: 1 (the TCR binds to the epitope). (4) The TCR CDR3 sequence is CASSPSSTNTNTGELFF. The epitope is EEHVQIHTI. Result: 1 (the TCR binds to the epitope). (5) The epitope is VVYRGTTTY. The TCR CDR3 sequence is CAIIAGLEETQYF. Result: 0 (the TCR does not bind to the epitope). (6) The epitope is SLVKPSFYV. The TCR CDR3 sequence is CASGPDALVSGANVLTF. Result: 0 (the TCR does not bind to the epitope).